From a dataset of Forward reaction prediction with 1.9M reactions from USPTO patents (1976-2016). Predict the product of the given reaction. (1) Given the reactants CC(C)([O-])C.[K+].[C:7]([C:15]([C:20]1[CH:21]=[CH:22][C:23](=[O:29])[N:24]([CH:26]([CH3:28])[CH3:27])[N:25]=1)=[CH:16]N(C)C)(=O)[C:8]1[CH:13]=[CH:12][CH:11]=[CH:10][CH:9]=1.S([O-])([O-])(=O)=O.[CH3:35][S:36][C:37]([NH2:39])=[NH2+:38].[CH3:35][S:36][C:37]([NH2:39])=[NH2+:38], predict the reaction product. The product is: [CH:26]([N:24]1[C:23](=[O:29])[CH:22]=[CH:21][C:20]([C:15]2[C:7]([C:8]3[CH:9]=[CH:10][CH:11]=[CH:12][CH:13]=3)=[N:38][C:37]([S:36][CH3:35])=[N:39][CH:16]=2)=[N:25]1)([CH3:28])[CH3:27]. (2) Given the reactants [SH:1][C:2]1[CH:15]=[CH:14][CH:13]=[CH:12][C:3]=1[C:4]([C:6]1[CH:11]=[CH:10][CH:9]=[CH:8][CH:7]=1)=[O:5].[CH2:16]([C:18]([CH2:25]OS(C)(=O)=O)([CH2:21][CH2:22][CH2:23][CH3:24])[CH:19]=[O:20])[CH3:17].C(N(CC)CC)C.Cl, predict the reaction product. The product is: [C:4]([C:3]1[CH:12]=[CH:13][CH:14]=[CH:15][C:2]=1[S:1][CH2:25][C:18]([CH2:16][CH3:17])([CH2:21][CH2:22][CH2:23][CH3:24])[CH:19]=[O:20])(=[O:5])[C:6]1[CH:11]=[CH:10][CH:9]=[CH:8][CH:7]=1. (3) Given the reactants [CH2:1]([O:8][C:9]([C@:11]1([C:31]2([OH:35])[CH2:34][CH2:33][CH2:32]2)[CH2:15][C@H:14]([N:16]([C:25](=[O:30])[C:26]([F:29])([F:28])[F:27])[C@@H:17]2[C@H:22]([O:23][CH3:24])[CH2:21][O:20][CH2:19][CH2:18]2)[CH:13]=[CH:12]1)=[O:10])[C:2]1[CH:7]=[CH:6][CH:5]=[CH:4][CH:3]=1.C(N(C(C)C)CC)(C)C.[C:45](Cl)(=[O:47])[CH3:46], predict the reaction product. The product is: [C:45]([O:35][C:31]1([C@@:11]2([C:9]([O:8][CH2:1][C:2]3[CH:7]=[CH:6][CH:5]=[CH:4][CH:3]=3)=[O:10])[CH2:15][C@H:14]([N:16]([C:25](=[O:30])[C:26]([F:27])([F:28])[F:29])[C@@H:17]3[C@H:22]([O:23][CH3:24])[CH2:21][O:20][CH2:19][CH2:18]3)[CH:13]=[CH:12]2)[CH2:32][CH2:33][CH2:34]1)(=[O:47])[CH3:46]. (4) Given the reactants C(OC(=O)[NH:7][C:8]1[CH:13]=[C:12]([N:14]([CH3:16])[CH3:15])[C:11]([C:17]([F:20])([F:19])[F:18])=[CH:10][C:9]=1[NH:21][C:22](=[O:38])[CH2:23][C:24](=O)[C:25]1[CH:30]=[CH:29][CH:28]=[C:27]([C:31]2[CH:32]=[N:33][CH:34]=[CH:35][CH:36]=2)[CH:26]=1)(C)(C)C.C(O)(C(F)(F)F)=O, predict the reaction product. The product is: [CH3:15][N:14]([CH3:16])[C:12]1[C:11]([C:17]([F:18])([F:20])[F:19])=[CH:10][C:9]2[NH:21][C:22](=[O:38])[CH2:23][C:24]([C:25]3[CH:30]=[CH:29][CH:28]=[C:27]([C:31]4[CH:32]=[N:33][CH:34]=[CH:35][CH:36]=4)[CH:26]=3)=[N:7][C:8]=2[CH:13]=1. (5) Given the reactants [N+](=C)=[N-].CN(N=O)C(N[N+]([O-])=O)=N.[OH-].[Na+].N[C:17](N)=N.[C:20]([O:28][CH:29]([P:33]([O:38][CH2:39][CH3:40])([O:35][CH2:36][CH3:37])=[O:34])[C:30]([OH:32])=[O:31])(=[O:27])[C:21]1[CH:26]=[CH:25][CH:24]=[CH:23][CH:22]=1, predict the reaction product. The product is: [C:20]([O:28][CH:29]([P:33]([O:35][CH2:36][CH3:37])([O:38][CH2:39][CH3:40])=[O:34])[C:30]([O:32][CH3:17])=[O:31])(=[O:27])[C:21]1[CH:22]=[CH:23][CH:24]=[CH:25][CH:26]=1. (6) Given the reactants O[Li].O.O.C[O:6][C:7](=[O:21])[CH2:8][NH:9][C:10]([C:12]1[NH:16][C:15]2[CH:17]=[CH:18][CH:19]=[CH:20][C:14]=2[N:13]=1)=[O:11], predict the reaction product. The product is: [NH:13]1[C:14]2[CH:20]=[CH:19][CH:18]=[CH:17][C:15]=2[N:16]=[C:12]1[C:10]([NH:9][CH2:8][C:7]([OH:21])=[O:6])=[O:11]. (7) The product is: [C:1]1([CH2:7][CH2:8][C:9]([Cl:15])=[O:11])[CH:6]=[CH:5][CH:4]=[CH:3][CH:2]=1. Given the reactants [C:1]1([CH2:7][CH2:8][C:9]([OH:11])=O)[CH:6]=[CH:5][CH:4]=[CH:3][CH:2]=1.C(Cl)(=O)C([Cl:15])=O, predict the reaction product.